This data is from Full USPTO retrosynthesis dataset with 1.9M reactions from patents (1976-2016). The task is: Predict the reactants needed to synthesize the given product. (1) Given the product [NH2:1][C:4]1[CH:9]=[CH:8][CH:7]=[C:6]([NH2:10])[C:5]=1[NH:13][CH2:14][CH2:15][C:16]([O:18][CH2:19][CH3:20])=[O:17], predict the reactants needed to synthesize it. The reactants are: [N+:1]([C:4]1[CH:9]=[CH:8][CH:7]=[C:6]([N+:10]([O-])=O)[C:5]=1[NH:13][CH2:14][CH2:15][C:16]([O:18][CH2:19][CH3:20])=[O:17])([O-])=O. (2) Given the product [CH3:1][O:2][C:3](=[O:54])[C@@H:4]([NH:21][C:22]([C@@H:24]1[CH2:33][C:32]2[CH:31]=[C:30]3[O:34][CH2:35][C@H:36]([C:38]4[CH:43]=[CH:42][C:41]([O:44][CH2:45][C:46]5[CH:51]=[CH:50][C:49]([Cl:52])=[C:48]([Cl:53])[CH:47]=5)=[CH:40][CH:39]=4)[O:37][C:29]3=[CH:28][C:27]=2[CH2:26][N:25]1[C:56](=[O:57])[NH:55][C@H:58]([C:60]1[CH:65]=[CH:64][CH:63]=[CH:62][CH:61]=1)[CH3:59])=[O:23])[CH2:5][C:6]1[CH:7]=[CH:8][C:9]([O:12][C:13]2[CH:18]=[CH:17][N:16]=[C:15]([CH3:19])[C:14]=2[CH3:20])=[CH:10][CH:11]=1, predict the reactants needed to synthesize it. The reactants are: [CH3:1][O:2][C:3](=[O:54])[C@@H:4]([NH:21][C:22]([C@@H:24]1[CH2:33][C:32]2[CH:31]=[C:30]3[O:34][CH2:35][C@H:36]([C:38]4[CH:43]=[CH:42][C:41]([O:44][CH2:45][C:46]5[CH:51]=[CH:50][C:49]([Cl:52])=[C:48]([Cl:53])[CH:47]=5)=[CH:40][CH:39]=4)[O:37][C:29]3=[CH:28][C:27]=2[CH2:26][NH:25]1)=[O:23])[CH2:5][C:6]1[CH:11]=[CH:10][C:9]([O:12][C:13]2[CH:18]=[CH:17][N:16]=[C:15]([CH3:19])[C:14]=2[CH3:20])=[CH:8][CH:7]=1.[N:55]([C@H:58]([C:60]1[CH:65]=[CH:64][CH:63]=[CH:62][CH:61]=1)[CH3:59])=[C:56]=[O:57]. (3) Given the product [C:30]([N:21]1[CH2:20][CH2:19][C:11]2[N:12]=[C:13]([S:15]([CH3:18])(=[O:17])=[O:16])[N:14]=[C:9]([C:3]3[CH:4]=[CH:5][C:6]([Cl:8])=[CH:7][C:2]=3[Cl:1])[C:10]=2[CH2:22]1)(=[O:32])[CH3:31], predict the reactants needed to synthesize it. The reactants are: [Cl:1][C:2]1[CH:7]=[C:6]([Cl:8])[CH:5]=[CH:4][C:3]=1[C:9]1[C:10]2[CH2:22][NH:21][CH2:20][CH2:19][C:11]=2[N:12]=[C:13]([S:15]([CH3:18])(=[O:17])=[O:16])[N:14]=1.C(N(CC)CC)C.[C:30](OC(=O)C)(=[O:32])[CH3:31].